This data is from NCI-60 drug combinations with 297,098 pairs across 59 cell lines. The task is: Regression. Given two drug SMILES strings and cell line genomic features, predict the synergy score measuring deviation from expected non-interaction effect. (1) Drug 1: C(=O)(N)NO. Drug 2: CN1C2=C(C=C(C=C2)N(CCCl)CCCl)N=C1CCCC(=O)O.Cl. Cell line: HCT116. Synergy scores: CSS=4.44, Synergy_ZIP=-0.142, Synergy_Bliss=3.61, Synergy_Loewe=2.50, Synergy_HSA=2.95. (2) Synergy scores: CSS=-13.3, Synergy_ZIP=8.67, Synergy_Bliss=4.94, Synergy_Loewe=-3.30, Synergy_HSA=-6.78. Cell line: HL-60(TB). Drug 1: C1CCC(C1)C(CC#N)N2C=C(C=N2)C3=C4C=CNC4=NC=N3. Drug 2: CC(C)(C#N)C1=CC(=CC(=C1)CN2C=NC=N2)C(C)(C)C#N. (3) Drug 1: CC12CCC3C(C1CCC2=O)CC(=C)C4=CC(=O)C=CC34C. Drug 2: CC1=C(N=C(N=C1N)C(CC(=O)N)NCC(C(=O)N)N)C(=O)NC(C(C2=CN=CN2)OC3C(C(C(C(O3)CO)O)O)OC4C(C(C(C(O4)CO)O)OC(=O)N)O)C(=O)NC(C)C(C(C)C(=O)NC(C(C)O)C(=O)NCCC5=NC(=CS5)C6=NC(=CS6)C(=O)NCCC[S+](C)C)O. Cell line: A549. Synergy scores: CSS=58.5, Synergy_ZIP=-2.45, Synergy_Bliss=1.49, Synergy_Loewe=-2.49, Synergy_HSA=3.41.